From a dataset of Reaction yield outcomes from USPTO patents with 853,638 reactions. Predict the reaction yield, written as a fraction of the theoretical maximum amount of product (1.0 means a 100% yield; for example, 0.34 means a 34% yield). (1) The reactants are C([Si](C)(C)[O:6][CH2:7][C:8]([CH3:29])([CH3:28])[C:9]#[C:10][C:11]1[CH:12]=[CH:13][C:14]2[N:18]=[C:17]([CH3:19])[N:16]([C:20]3[N:25]=[CH:24][N:23]=[C:22]([NH2:26])[N:21]=3)[C:15]=2[CH:27]=1)(C)(C)C.[F-].C([N+](CCCC)(CCCC)CCCC)CCC. The catalyst is C1COCC1. The product is [NH2:26][C:22]1[N:23]=[CH:24][N:25]=[C:20]([N:16]2[C:15]3[CH:27]=[C:11]([C:10]#[C:9][C:8]([CH3:28])([CH3:29])[CH2:7][OH:6])[CH:12]=[CH:13][C:14]=3[N:18]=[C:17]2[CH3:19])[N:21]=1. The yield is 0.290. (2) The reactants are [CH3:1][C:2]1[C:10]2[C:9]([C:11](O)=[O:12])=[CH:8][C:7]([C:14]3[CH:19]=[CH:18][C:17]([O:20][CH:21]4[CH2:26][CH2:25][CH2:24][CH2:23][O:22]4)=[CH:16][CH:15]=3)=[N:6][C:5]=2[N:4]([CH:27]2[CH2:32][CH2:31][CH2:30][CH2:29][O:28]2)[N:3]=1.[CH2:33]([N:40]1[CH2:45][C:44]([CH3:47])([CH3:46])[NH:43][CH2:42][C:41]1([CH3:49])[CH3:48])[C:34]1[CH:39]=[CH:38][CH:37]=[CH:36][CH:35]=1. No catalyst specified. The product is [CH2:33]([N:40]1[C:41]([CH3:49])([CH3:48])[CH2:42][N:43]([C:11]([C:9]2[CH:8]=[C:7]([C:14]3[CH:19]=[CH:18][C:17]([O:20][CH:21]4[CH2:26][CH2:25][CH2:24][CH2:23][O:22]4)=[CH:16][CH:15]=3)[N:6]=[C:5]3[N:4]([CH:27]4[CH2:32][CH2:31][CH2:30][CH2:29][O:28]4)[N:3]=[C:2]([CH3:1])[C:10]=23)=[O:12])[C:44]([CH3:47])([CH3:46])[CH2:45]1)[C:34]1[CH:35]=[CH:36][CH:37]=[CH:38][CH:39]=1. The yield is 0.760. (3) The reactants are [Br:1][C:2]1[CH:3]=[C:4]([O:20][C:21]2[CH:26]=[CH:25][CH:24]=[CH:23][CH:22]=2)[C:5]([NH:8][C:9]2[S:10][CH:11]=[C:12]([CH2:14][CH2:15][C:16]([O:18]C)=[O:17])[N:13]=2)=[N:6][CH:7]=1.O.[OH-].[Na+]. The catalyst is C1COCC1. The product is [Br:1][C:2]1[CH:3]=[C:4]([O:20][C:21]2[CH:26]=[CH:25][CH:24]=[CH:23][CH:22]=2)[C:5]([NH:8][C:9]2[S:10][CH:11]=[C:12]([CH2:14][CH2:15][C:16]([OH:18])=[O:17])[N:13]=2)=[N:6][CH:7]=1. The yield is 0.517.